Dataset: Forward reaction prediction with 1.9M reactions from USPTO patents (1976-2016). Task: Predict the product of the given reaction. (1) Given the reactants [NH2:1][C:2]1[CH:18]=[CH:17][C:16]([O:19][Si:20]([C:23]([CH3:26])([CH3:25])[CH3:24])([CH3:22])[CH3:21])=[CH:15][C:3]=1[C:4]([NH:6][C:7]1[CH:12]=[CH:11][C:10]([O:13][CH3:14])=[CH:9][CH:8]=1)=[O:5].[C:27]([C:31]1[CH:39]=[CH:38][C:34]([C:35](Cl)=[O:36])=[CH:33][CH:32]=1)([CH3:30])([CH3:29])[CH3:28], predict the reaction product. The product is: [C:27]([C:31]1[CH:32]=[CH:33][C:34]([C:35]([NH:1][C:2]2[CH:18]=[CH:17][C:16]([O:19][Si:20]([C:23]([CH3:26])([CH3:25])[CH3:24])([CH3:22])[CH3:21])=[CH:15][C:3]=2[C:4]([NH:6][C:7]2[CH:8]=[CH:9][C:10]([O:13][CH3:14])=[CH:11][CH:12]=2)=[O:5])=[O:36])=[CH:38][CH:39]=1)([CH3:30])([CH3:28])[CH3:29]. (2) Given the reactants [CH2:1]([O:8][CH2:9][CH2:10][N:11]([C:19]1[S:20][C@H:21]2[O:27][C@H:26]([CH2:28][OH:29])[C@@H:25]([OH:30])[C@H:24]([OH:31])[C@H:22]2[N:23]=1)[C:12](=[O:18])[O:13][C:14]([CH3:17])([CH3:16])[CH3:15])[C:2]1[CH:7]=[CH:6][CH:5]=[CH:4][CH:3]=1.C(N(CC)CC)C.[C:39]([Si:43](Cl)([CH3:45])[CH3:44])([CH3:42])([CH3:41])[CH3:40], predict the reaction product. The product is: [CH2:1]([O:8][CH2:9][CH2:10][N:11]([C:19]1[S:20][C@H:21]2[O:27][C@H:26]([CH2:28][O:29][Si:43]([C:39]([CH3:42])([CH3:41])[CH3:40])([CH3:45])[CH3:44])[C@@H:25]([OH:30])[C@H:24]([OH:31])[C@H:22]2[N:23]=1)[C:12](=[O:18])[O:13][C:14]([CH3:17])([CH3:16])[CH3:15])[C:2]1[CH:7]=[CH:6][CH:5]=[CH:4][CH:3]=1. (3) Given the reactants [N:1]1[C:10]2[CH:9]([NH:11][CH2:12][C:13]3[CH:29]=[CH:28][C:16]([CH2:17][NH:18][S:19]([C:22]4[CH:27]=[CH:26][CH:25]=[CH:24][N:23]=4)(=[O:21])=[O:20])=[CH:15][CH:14]=3)[CH2:8][CH2:7][CH2:6][C:5]=2[CH:4]=[CH:3][CH:2]=1.[CH3:30][Si:31]([CH3:48])([CH3:47])[CH2:32][CH2:33][O:34][CH2:35][N:36]1[C:40]2[CH:41]=[CH:42][CH:43]=[CH:44][C:39]=2[N:38]=[C:37]1[CH:45]=O.[BH-](OC(C)=O)(OC(C)=O)OC(C)=O.[Na+], predict the reaction product. The product is: [N:1]1[C:10]2[CH:9]([N:11]([CH2:12][C:13]3[CH:14]=[CH:15][C:16]([CH2:17][NH:18][S:19]([C:22]4[CH:27]=[CH:26][CH:25]=[CH:24][N:23]=4)(=[O:20])=[O:21])=[CH:28][CH:29]=3)[CH2:45][C:37]3[N:36]([CH2:35][O:34][CH2:33][CH2:32][Si:31]([CH3:30])([CH3:47])[CH3:48])[C:40]4[CH:41]=[CH:42][CH:43]=[CH:44][C:39]=4[N:38]=3)[CH2:8][CH2:7][CH2:6][C:5]=2[CH:4]=[CH:3][CH:2]=1. (4) Given the reactants ClC1C=C(N2CCOC3C=C4C(N)=NOC4=CC2=3)C=NC=1OCC(C)C.CS(Cl)(=O)=O.[Cl:32][C:33]1[CH:34]=[C:35]([N:44]2[CH2:49][CH2:48][O:47][C:46]3[CH:50]=[C:51]4[C:56]([N:57](S(C)(=O)=O)[S:58]([CH3:61])(=[O:60])=[O:59])=[N:55][O:54][C:52]4=[CH:53][C:45]2=3)[CH:36]=[N:37][C:38]=1[O:39][CH2:40][CH:41]([CH3:43])[CH3:42].CCCC[N+](CCCC)(CCCC)CCCC.[F-], predict the reaction product. The product is: [Cl:32][C:33]1[CH:34]=[C:35]([N:44]2[CH2:49][CH2:48][O:47][C:46]3[CH:50]=[C:51]4[C:56]([NH:57][S:58]([CH3:61])(=[O:60])=[O:59])=[N:55][O:54][C:52]4=[CH:53][C:45]2=3)[CH:36]=[N:37][C:38]=1[O:39][CH2:40][CH:41]([CH3:43])[CH3:42]. (5) Given the reactants [F:1][C:2]([F:49])([F:48])[C:3]1[CH:4]=[C:5]([C:13]([N:15]([CH3:47])[C@@H:16]2[CH2:21][CH2:20][N:19]([C:22](=[O:38])[CH2:23][NH:24][CH:25]3[CH2:30][CH2:29][N:28](C(OC(C)(C)C)=O)[CH2:27][CH2:26]3)[CH2:18][C@H:17]2[C:39]2[CH:44]=[CH:43][C:42]([Cl:45])=[C:41]([Cl:46])[CH:40]=2)=[O:14])[CH:6]=[C:7]([C:9]([F:12])([F:11])[F:10])[CH:8]=1, predict the reaction product. The product is: [ClH:45].[ClH:45].[Cl:46][C:41]1[CH:40]=[C:39]([C@H:17]2[C@H:16]([N:15]([CH3:47])[C:13](=[O:14])[C:5]3[CH:6]=[C:7]([C:9]([F:12])([F:11])[F:10])[CH:8]=[C:3]([C:2]([F:49])([F:48])[F:1])[CH:4]=3)[CH2:21][CH2:20][N:19]([C:22](=[O:38])[CH2:23][NH:24][CH:25]3[CH2:26][CH2:27][NH:28][CH2:29][CH2:30]3)[CH2:18]2)[CH:44]=[CH:43][C:42]=1[Cl:45]. (6) Given the reactants C(OC(=O)[NH:7][CH2:8][CH2:9][N:10]1[CH:14]=[C:13]([I:15])[N:12]=[C:11]1[CH2:16][CH2:17][CH3:18])(C)(C)C.[ClH:20].O1CCOCC1, predict the reaction product. The product is: [I:15][C:13]1[N:12]=[C:11]([CH2:16][CH2:17][CH3:18])[N:10]([CH2:9][CH2:8][NH2:7])[CH:14]=1.[ClH:20]. (7) Given the reactants [Cl:1][C:2]1[CH:3]=[C:4]2[C:9](=[CH:10][C:11]=1[O:12][C:13]1[CH:18]=[CH:17][C:16]([C:19](=[O:34])[NH:20][CH:21]3[CH2:26][CH2:25][CH2:24][CH:23]([C:27]4[CH:32]=[CH:31][C:30]([Cl:33])=[CH:29][CH:28]=4)[CH2:22]3)=[CH:15][CH:14]=1)[O:8][CH2:7][CH2:6][CH:5]2[C:35]([OH:37])=[O:36].C[O-].[Na+:40], predict the reaction product. The product is: [Cl:1][C:2]1[CH:3]=[C:4]2[C:9](=[CH:10][C:11]=1[O:12][C:13]1[CH:14]=[CH:15][C:16]([C:19](=[O:34])[NH:20][CH:21]3[CH2:26][CH2:25][CH2:24][CH:23]([C:27]4[CH:28]=[CH:29][C:30]([Cl:33])=[CH:31][CH:32]=4)[CH2:22]3)=[CH:17][CH:18]=1)[O:8][CH2:7][CH2:6][CH:5]2[C:35]([O-:37])=[O:36].[Na+:40].